Task: Predict the reaction yield, written as a fraction of the theoretical maximum amount of product (1.0 means a 100% yield; for example, 0.34 means a 34% yield).. Dataset: Reaction yield outcomes from USPTO patents with 853,638 reactions (1) The reactants are [F:1][C:2]1[CH:7]=[C:6]([C:8](O)([CH3:10])[CH3:9])[CH:5]=[CH:4][C:3]=1[OH:12]. The catalyst is C(O)(=O)C.Cl.[Pd]. The product is [F:1][C:2]1[CH:7]=[C:6]([CH:8]([CH3:9])[CH3:10])[CH:5]=[CH:4][C:3]=1[OH:12]. The yield is 0.650. (2) The product is [C:1]([O:5][C:6]([N:8]1[CH2:12][C@H:11]([NH:29][CH2:22][C:23]2[CH:28]=[CH:27][CH:26]=[CH:25][CH:24]=2)[CH2:10][C@H:9]1[CH2:14][O:15][C:16](=[O:21])[C:17]([CH3:20])([CH3:19])[CH3:18])=[O:7])([CH3:4])([CH3:3])[CH3:2]. The yield is 0.980. The catalyst is ClCCCl. The reactants are [C:1]([O:5][C:6]([N:8]1[CH2:12][C:11](=O)[CH2:10][CH:9]1[CH2:14][O:15][C:16](=[O:21])[C:17]([CH3:20])([CH3:19])[CH3:18])=[O:7])([CH3:4])([CH3:3])[CH3:2].[CH2:22]([NH2:29])[C:23]1[CH:28]=[CH:27][CH:26]=[CH:25][CH:24]=1.[BH-](OC(C)=O)(OC(C)=O)OC(C)=O.[Na+].CC(O)=O. (3) The reactants are [CH3:1][O:2][C:3]1[CH:4]=[C:5]2[C:10](=[CH:11][C:12]=1[O:13][CH3:14])[N:9]=[CH:8][N:7]=[C:6]2[S:15][C:16]1[CH:17]=[C:18]([CH:20]=[CH:21][CH:22]=1)[NH2:19].[F:23][C:24]([C:27]1[CH:31]=[C:30]([NH:32][C:33](=O)[O:34]C2C=CC=CC=2)[N:29]([C:42]2[CH:47]=[CH:46][CH:45]=[CH:44][CH:43]=2)[N:28]=1)([F:26])[CH3:25]. The catalyst is C1COCC1.CN(C1C=CN=CC=1)C. The product is [F:23][C:24]([C:27]1[CH:31]=[C:30]([NH:32][C:33]([NH:19][C:18]2[CH:20]=[CH:21][CH:22]=[C:16]([S:15][C:6]3[C:5]4[C:10](=[CH:11][C:12]([O:13][CH3:14])=[C:3]([O:2][CH3:1])[CH:4]=4)[N:9]=[CH:8][N:7]=3)[CH:17]=2)=[O:34])[N:29]([C:42]2[CH:47]=[CH:46][CH:45]=[CH:44][CH:43]=2)[N:28]=1)([F:26])[CH3:25]. The yield is 0.750. (4) The catalyst is O. The reactants are [C:1]([C:3]1[CH:8]=[CH:7][C:6]([NH:9][CH:10]([C:15]2[CH:16]=[C:17]([CH2:25][CH3:26])[C:18]3[O:22][CH:21]=[C:20]([CH3:23])[C:19]=3[CH:24]=2)[C:11]([O:13]C)=[O:12])=[CH:5][CH:4]=1)#[N:2].O[Li].O.C1COCC1. The yield is 0.980. The product is [C:1]([C:3]1[CH:4]=[CH:5][C:6]([NH:9][CH:10]([C:15]2[CH:16]=[C:17]([CH2:25][CH3:26])[C:18]3[O:22][CH:21]=[C:20]([CH3:23])[C:19]=3[CH:24]=2)[C:11]([OH:13])=[O:12])=[CH:7][CH:8]=1)#[N:2]. (5) The reactants are [CH:1]1([C:6]([CH:8]([C:12]2[CH:17]=[CH:16][CH:15]=[CH:14][CH:13]=2)[CH2:9][CH:10]=O)=[O:7])[CH2:5][CH2:4][CH2:3][CH2:2]1.[CH3:18][O:19][C:20]1[CH:25]=[CH:24][CH:23]=[CH:22][C:21]=1[N:26]1[CH2:31][CH2:30][NH:29][CH2:28][CH2:27]1.[Na]. No catalyst specified. The product is [CH3:18][O:19][C:20]1[CH:25]=[CH:24][CH:23]=[CH:22][C:21]=1[N:26]1[CH2:31][CH2:30][N:29]([CH2:10][CH2:9][CH:8]([C:6]([CH:1]2[CH2:5][CH2:4][CH2:3][CH2:2]2)=[O:7])[C:12]2[CH:17]=[CH:16][CH:15]=[CH:14][CH:13]=2)[CH2:28][CH2:27]1. The yield is 0.670. (6) The reactants are [F:1][C:2]1[C:7]([F:8])=[CH:6][CH:5]=[CH:4][C:3]=1[C:9]1[CH:14]=[CH:13][N:12]=[C:11]([N:15]2[CH2:20][CH2:19][N:18](C(OC(C)(C)C)=O)[CH2:17][CH2:16]2)[CH:10]=1.Cl.CO. The catalyst is CO. The product is [F:1][C:2]1[C:7]([F:8])=[CH:6][CH:5]=[CH:4][C:3]=1[C:9]1[CH:14]=[CH:13][N:12]=[C:11]([N:15]2[CH2:20][CH2:19][NH:18][CH2:17][CH2:16]2)[CH:10]=1. The yield is 0.660. (7) The reactants are [Mg].BrCCBr.Br[C:7]1[CH:8]=[C:9]2[C:14](=[CH:15][CH:16]=1)[CH:13]=[C:12]([O:17][CH3:18])[C:11]([CH:19]=[CH2:20])=[CH:10]2.[O:21]=[C:22]1[CH2:26][N:25]([C:27]([O:29][CH2:30][CH2:31][Si:32]([CH3:35])([CH3:34])[CH3:33])=[O:28])[C@H:24]([C:36]([O:38][CH3:39])=[O:37])[CH2:23]1. The catalyst is C1COCC1.C1(C)C=CC=CC=1. The product is [OH:21][C@:22]1([C:7]2[CH:16]=[CH:15][C:14]3[C:9](=[CH:10][C:11]([CH:19]=[CH2:20])=[C:12]([O:17][CH3:18])[CH:13]=3)[CH:8]=2)[CH2:26][N:25]([C:27]([O:29][CH2:30][CH2:31][Si:32]([CH3:34])([CH3:35])[CH3:33])=[O:28])[C@H:24]([C:36]([O:38][CH3:39])=[O:37])[CH2:23]1. The yield is 0.370. (8) The reactants are [NH2:1][N:2]1[CH2:7][CH2:6][CH2:5][CH2:4][CH2:3]1.[C:8]([O:12][CH3:13])(=[O:11])[CH:9]=[CH2:10]. The catalyst is CO. The product is [CH3:13][O:12][C:8](=[O:11])[CH2:9][CH2:10][NH:1][N:2]1[CH2:7][CH2:6][CH2:5][CH2:4][CH2:3]1. The yield is 0.430.